From a dataset of Full USPTO retrosynthesis dataset with 1.9M reactions from patents (1976-2016). Predict the reactants needed to synthesize the given product. (1) Given the product [Cl:19][C:20]1[CH:21]=[CH:22][C:23]([C:52]([F:55])([F:53])[F:54])=[C:24]([CH:51]=1)[CH2:25][N:26]1[CH2:31][CH2:30][NH:29][C:28]2[N:32]=[CH:33][C:34]([C:36]3[CH:40]=[CH:39][NH:38][CH:37]=3)=[CH:35][C:27]1=2, predict the reactants needed to synthesize it. The reactants are: [F-].C([N+](CCCC)(CCCC)CCCC)CCC.[Cl:19][C:20]1[CH:21]=[CH:22][C:23]([C:52]([F:55])([F:54])[F:53])=[C:24]([CH:51]=1)[CH2:25][N:26]1[CH2:31][CH2:30][NH:29][C:28]2[N:32]=[CH:33][C:34]([C:36]3[CH:40]=[CH:39][N:38]([Si](C(C)C)(C(C)C)C(C)C)[CH:37]=3)=[CH:35][C:27]1=2. (2) Given the product [Cl:14][C:11]1[CH:12]=[CH:13][C:4]([CH2:3][O:22][C:19]2[CH:20]=[CH:21][C:16]([F:15])=[CH:17][CH:18]=2)=[C:5]([CH:10]=1)[C:6]([O:8][CH3:9])=[O:7], predict the reactants needed to synthesize it. The reactants are: BrC[CH2:3][C:4]1[CH:13]=[CH:12][C:11]([Cl:14])=[CH:10][C:5]=1[C:6]([O:8][CH3:9])=[O:7].[F:15][C:16]1[CH:21]=[CH:20][C:19]([OH:22])=[CH:18][CH:17]=1.